Dataset: Full USPTO retrosynthesis dataset with 1.9M reactions from patents (1976-2016). Task: Predict the reactants needed to synthesize the given product. Given the product [C:25]1([C:19]2[CH:20]=[CH:21][CH:22]=[C:23]3[C:18]=2[C:17]([NH:31][CH2:32][C:33]2[CH:38]=[CH:37][CH:36]=[CH:35][N:34]=2)=[N:16][C:15]([C:13]2[CH:14]=[C:9]([S:6]([NH2:5])(=[O:8])=[O:7])[CH:10]=[N:11][CH:12]=2)=[CH:24]3)[CH:26]=[CH:27][CH:28]=[CH:29][CH:30]=1, predict the reactants needed to synthesize it. The reactants are: C([NH:5][S:6]([C:9]1[CH:10]=[N:11][CH:12]=[C:13]([C:15]2[N:16]=[C:17]([NH:31][CH2:32][C:33]3[CH:38]=[CH:37][CH:36]=[CH:35][N:34]=3)[C:18]3[C:23]([CH:24]=2)=[CH:22][CH:21]=[CH:20][C:19]=3[C:25]2[CH:30]=[CH:29][CH:28]=[CH:27][CH:26]=2)[CH:14]=1)(=[O:8])=[O:7])(C)(C)C.